Dataset: Full USPTO retrosynthesis dataset with 1.9M reactions from patents (1976-2016). Task: Predict the reactants needed to synthesize the given product. (1) Given the product [Cl:39][C:36]1[CH:37]=[CH:38][C:33]([C@H:29]([C:30]([N:16]2[CH2:15][CH2:14][N:13]([C:11]3[C:12]4[C@H:4]([CH3:3])[CH2:5][C@@H:6]([OH:19])[C:7]=4[N:8]=[CH:9][N:10]=3)[CH2:18][CH2:17]2)=[O:31])[CH2:28][NH:27][C:25](=[O:26])[O:24][C:20]([CH3:23])([CH3:21])[CH3:22])=[CH:34][CH:35]=1, predict the reactants needed to synthesize it. The reactants are: Cl.Cl.[CH3:3][C@H:4]1[C:12]2[C:11]([N:13]3[CH2:18][CH2:17][NH:16][CH2:15][CH2:14]3)=[N:10][CH:9]=[N:8][C:7]=2[C@H:6]([OH:19])[CH2:5]1.[C:20]([O:24][C:25]([NH:27][CH2:28][C@H:29]([C:33]1[CH:38]=[CH:37][C:36]([Cl:39])=[CH:35][CH:34]=1)[C:30](O)=[O:31])=[O:26])([CH3:23])([CH3:22])[CH3:21].C(N(C(C)C)CC)(C)C.CN(C(ON1N=NC2C=CC=CC1=2)=[N+](C)C)C.F[P-](F)(F)(F)(F)F. (2) Given the product [CH:13]([O:1][N:2]1[C:3](=[O:12])[C:4]2[C:5](=[CH:8][CH:9]=[CH:10][CH:11]=2)[C:6]1=[O:7])([CH3:18])[CH3:14], predict the reactants needed to synthesize it. The reactants are: [OH:1][N:2]1[C:6](=[O:7])[C:5]2=[CH:8][CH:9]=[CH:10][CH:11]=[C:4]2[C:3]1=[O:12].[C:13]1(P(C2C=CC=CC=2)C2C=CC=CC=2)[CH:18]=CC=C[CH:14]=1.CC(O)C.N(C(OCC)=O)=NC(OCC)=O. (3) Given the product [N+:1]([CH2:2][CH:3]1[CH2:8][CH2:7][N:6]([C:9]([O:11][C:12]([CH3:15])([CH3:14])[CH3:13])=[O:10])[CH2:5][CH2:4]1)#[C-:18], predict the reactants needed to synthesize it. The reactants are: [NH2:1][CH2:2][CH:3]1[CH2:8][CH2:7][N:6]([C:9]([O:11][C:12]([CH3:15])([CH3:14])[CH3:13])=[O:10])[CH2:5][CH2:4]1.[OH-].[Na+].[CH2:18](Cl)Cl. (4) Given the product [CH3:8][C:9]1[C:13]([OH:14])=[N:15][C:18]([C:17]([F:24])([F:23])[F:16])=[N:12][C:10]=1[OH:11], predict the reactants needed to synthesize it. The reactants are: [H-].[Na+].C(O)CCC.[CH3:8][CH:9]([C:13]([NH2:15])=[O:14])[C:10]([NH2:12])=[O:11].[F:16][C:17]([F:24])([F:23])[C:18](OCC)=O. (5) Given the product [NH2:3][C:4]1([CH2:14][OH:15])[CH2:13][CH2:12][C:7]2([O:8][CH2:9][CH2:10][O:11]2)[CH2:6][CH2:5]1, predict the reactants needed to synthesize it. The reactants are: [AlH4-].[Li+].[NH2:3][C:4]1([C:14](O)=[O:15])[CH2:13][CH2:12][C:7]2([O:11][CH2:10][CH2:9][O:8]2)[CH2:6][CH2:5]1. (6) Given the product [CH3:14][O:15][NH:16][C:17]([C:19]1[C:20](=[O:42])[C:21]2[CH:26]=[N:25][C:24]([NH:13][C:10]3[CH:11]=[CH:12][C:7]([CH2:6][C:5]4[NH:1][N:2]=[N:3][N:4]=4)=[CH:8][CH:9]=3)=[N:23][C:22]=2[N:31]([C:33]2[CH:34]=[C:35]3[C:39](=[CH:40][CH:41]=2)[CH2:38][CH2:37][CH2:36]3)[CH:32]=1)=[O:18], predict the reactants needed to synthesize it. The reactants are: [NH:1]1[C:5]([CH2:6][C:7]2[CH:12]=[CH:11][C:10]([NH2:13])=[CH:9][CH:8]=2)=[N:4][N:3]=[N:2]1.[CH3:14][O:15][NH:16][C:17]([C:19]1[C:20](=[O:42])[C:21]2[CH:26]=[N:25][C:24](S(C)(=O)=O)=[N:23][C:22]=2[N:31]([C:33]2[CH:34]=[C:35]3[C:39](=[CH:40][CH:41]=2)[CH2:38][CH2:37][CH2:36]3)[CH:32]=1)=[O:18]. (7) The reactants are: [CH2:1]([N:8]1[C:16]2[C:11](=[C:12]([C:17]3[CH:22]=[CH:21][C:20]([OH:23])=[CH:19][CH:18]=3)[CH:13]=[CH:14][CH:15]=2)[C:10]([CH3:24])=[C:9]1[C:25]1[CH:30]=[CH:29][CH:28]=[CH:27][CH:26]=1)[C:2]1[CH:7]=[CH:6][CH:5]=[CH:4][CH:3]=1.C([O-])([O-])=O.[K+].[K+].Br[CH2:38][C:39]#[N:40]. Given the product [CH2:1]([N:8]1[C:16]2[C:11](=[C:12]([C:17]3[CH:22]=[CH:21][C:20]([O:23][CH2:38][C:39]#[N:40])=[CH:19][CH:18]=3)[CH:13]=[CH:14][CH:15]=2)[C:10]([CH3:24])=[C:9]1[C:25]1[CH:30]=[CH:29][CH:28]=[CH:27][CH:26]=1)[C:2]1[CH:3]=[CH:4][CH:5]=[CH:6][CH:7]=1, predict the reactants needed to synthesize it. (8) Given the product [C:19]1([C:34]2[CH:35]=[CH:36][CH:37]=[CH:38][CH:39]=2)[CH:24]=[CH:23][C:22]([CH:25]([N:32]([CH3:33])[C:13](=[O:15])[CH2:12][N:7]2[C:6]3[CH:16]=[CH:17][C:3]([O:2][CH3:1])=[CH:4][C:5]=3[O:10][CH2:9][C:8]2=[O:11])[CH2:26][N:27]2[CH2:31][CH2:30][CH2:29][CH2:28]2)=[CH:21][CH:20]=1, predict the reactants needed to synthesize it. The reactants are: [CH3:1][O:2][C:3]1[CH:17]=[CH:16][C:6]2[N:7]([CH2:12][C:13]([OH:15])=O)[C:8](=[O:11])[CH2:9][O:10][C:5]=2[CH:4]=1.[Li].[C:19]1([C:34]2[CH:39]=[CH:38][CH:37]=[CH:36][CH:35]=2)[CH:24]=[CH:23][C:22]([CH:25]([NH:32][CH3:33])[CH2:26][N:27]2[CH2:31][CH2:30][CH2:29][CH2:28]2)=[CH:21][CH:20]=1.C(N(CC)CC)C.F[P-](F)(F)(F)(F)F.N1(O[P+](N(C)C)(N(C)C)N(C)C)C2C=CC=CC=2N=N1.FC(F)(F)C(O)=O. (9) Given the product [C:28]([CH2:26][CH2:27][NH:34][C:16](=[O:18])[C:15]1[CH:14]=[CH:13][C:12]([CH2:11][C:8]2[C:7]([CH:21]([CH3:23])[CH3:22])=[N:6][N:5]([CH2:4][CH2:3][C:1]#[N:2])[C:9]=2[OH:10])=[CH:20][CH:19]=1)(=[O:29])[NH2:30], predict the reactants needed to synthesize it. The reactants are: [C:1]([CH2:3][CH2:4][N:5]1[C:9]([OH:10])=[C:8]([CH2:11][C:12]2[CH:20]=[CH:19][C:15]([C:16]([OH:18])=O)=[CH:14][CH:13]=2)[C:7]([CH:21]([CH3:23])[CH3:22])=[N:6]1)#[N:2].Cl.N[C@H:26]([C:28]([NH2:30])=[O:29])[CH3:27].C([N:34](CC)C(C)C)(C)C.ON1C2C=CC=CC=2N=N1.Cl.C(N=C=NCCCN(C)C)C.